From a dataset of Reaction yield outcomes from USPTO patents with 853,638 reactions. Predict the reaction yield, written as a fraction of the theoretical maximum amount of product (1.0 means a 100% yield; for example, 0.34 means a 34% yield). The reactants are [CH3:1][CH:2]([C:8](OCC)=O)[C:3]([O:5]CC)=[O:4].[CH:13]1[C:22]2[C:17](=[CH:18][CH:19]=[CH:20][CH:21]=2)[CH:16]=[CH:15][C:14]=1[C:23]1[CH:30]=[CH:29][CH:28]=[CH:27][C:24]=1CBr.[OH-].[K+]. The catalyst is O.[Na]. The product is [CH:13]1[C:22]2[C:17](=[CH:18][CH:19]=[CH:20][CH:21]=2)[CH:16]=[CH:15][C:14]=1[C:23]1[CH:30]=[CH:29][CH:28]=[CH:27][C:24]=1[CH2:8][CH:2]([CH3:1])[C:3]([OH:5])=[O:4]. The yield is 0.840.